From a dataset of Forward reaction prediction with 1.9M reactions from USPTO patents (1976-2016). Predict the product of the given reaction. (1) Given the reactants Br[C:2]1[N:3]=[CH:4][C:5]2[N:6]([CH:8]=[CH:9][N:10]=2)[CH:7]=1.[F:11][C:12]1[CH:17]=[CH:16][C:15]([C:18]2[O:19][C:20]3[CH:30]=[C:29]([N:31]([CH3:36])[S:32]([CH3:35])(=[O:34])=[O:33])[C:28](B4OC(C)(C)C(C)(C)O4)=[CH:27][C:21]=3[C:22]=2[C:23]([NH:25][CH3:26])=[O:24])=[CH:14][CH:13]=1.[O-]P([O-])([O-])=O.[K+].[K+].[K+], predict the reaction product. The product is: [F:11][C:12]1[CH:17]=[CH:16][C:15]([C:18]2[O:19][C:20]3[CH:30]=[C:29]([N:31]([CH3:36])[S:32]([CH3:35])(=[O:33])=[O:34])[C:28]([C:2]4[N:3]=[CH:4][C:5]5[N:6]([CH:8]=[CH:9][N:10]=5)[CH:7]=4)=[CH:27][C:21]=3[C:22]=2[C:23]([NH:25][CH3:26])=[O:24])=[CH:14][CH:13]=1. (2) Given the reactants S(=O)(=O)(O)O.[NH:6]1[CH:10]=[CH:9][C:8]([C:11]([OH:13])=[O:12])=[N:7]1.[CH3:14]O, predict the reaction product. The product is: [CH3:14][O:12][C:11]([C:8]1[CH:9]=[CH:10][NH:6][N:7]=1)=[O:13]. (3) The product is: [Cl-:7].[CH2:8]([O:10][C:11]([C@@:13]1([NH:18][C:19]([C@@H:21]2[CH2:25][C@@H:24]([O:26][C:27](=[O:37])[C:28]3[CH:29]=[CH:30][C:31]([N+:34]([O-:36])=[O:35])=[CH:32][CH:33]=3)[CH2:23][NH2+:22]2)=[O:20])[CH2:15][C@H:14]1[CH:16]=[CH2:17])=[O:12])[CH3:9]. Given the reactants C(O)C.C([Cl:7])(=O)C.[CH2:8]([O:10][C:11]([C@@:13]1([NH:18][C:19]([C@@H:21]2[CH2:25][C@@H:24]([O:26][C:27](=[O:37])[C:28]3[CH:33]=[CH:32][C:31]([N+:34]([O-:36])=[O:35])=[CH:30][CH:29]=3)[CH2:23][N:22]2C(OC(C)(C)C)=O)=[O:20])[CH2:15][C@H:14]1[CH:16]=[CH2:17])=[O:12])[CH3:9], predict the reaction product. (4) Given the reactants [F:1][C:2]1[CH:7]=[CH:6][C:5]([N:8]2[C:12]([CH2:13][CH:14]([CH3:16])[CH3:15])=[CH:11][C:10]([CH:17]=[N:18]O)=[N:9]2)=[CH:4][CH:3]=1.[H-].[Al+3].[Li+].[H-].[H-].[H-].CCCCCC.CCOC(C)=O, predict the reaction product. The product is: [F:1][C:2]1[CH:3]=[CH:4][C:5]([N:8]2[C:12]([CH2:13][CH:14]([CH3:15])[CH3:16])=[CH:11][C:10]([CH2:17][NH2:18])=[N:9]2)=[CH:6][CH:7]=1. (5) Given the reactants [CH3:1][C:2]1([CH3:14])[C@@H:4]([C:5]2[CH:10]=[CH:9][CH:8]=[CH:7][CH:6]=2)[C@@H:3]1C(O)=O.ClC(OCC)=O.[N-:21]=[N+]=[N-].[Na+], predict the reaction product. The product is: [CH3:1][C:2]1([CH3:14])[C@@H:4]([C:5]2[CH:10]=[CH:9][CH:8]=[CH:7][CH:6]=2)[C@@H:3]1[NH2:21]. (6) The product is: [Br:27][C:20]1[C:21]([O:25][CH3:26])=[N:22][CH:23]=[CH:24][C:19]=1[NH:18][CH:11]=[C:6]1[C:7](=[O:8])[O:9][C:2]([CH3:10])([CH3:1])[O:3][C:4]1=[O:5]. Given the reactants [CH3:1][C:2]1([CH3:10])[O:9][C:7](=[O:8])[CH2:6][C:4](=[O:5])[O:3]1.[CH:11](OC)(OC)OC.[NH2:18][C:19]1[CH:24]=[CH:23][N:22]=[C:21]([O:25][CH3:26])[C:20]=1[Br:27], predict the reaction product. (7) Given the reactants [C:1]12([CH2:16][O:15]1)[C:10]1[C:5]3=[C:6]([CH:11]=[CH:12][C:13](=[O:14])[N:4]3[CH2:3][CH2:2]2)[CH:7]=[CH:8][CH:9]=1, predict the reaction product. The product is: [O:14]=[C:13]1[N:4]2[C:5]3[C:10]([CH:1]([CH:16]=[O:15])[CH2:2][CH2:3]2)=[CH:9][CH:8]=[CH:7][C:6]=3[CH:11]=[CH:12]1.